From a dataset of Forward reaction prediction with 1.9M reactions from USPTO patents (1976-2016). Predict the product of the given reaction. Given the reactants [CH3:1][O:2][C:3]([C:5]1[C:13]2[C:8](=[CH:9][CH:10]=[C:11]([NH2:14])[CH:12]=2)[NH:7][N:6]=1)=[O:4].C1C(=O)N([Br:22])C(=O)C1.C([O-])([O-])=O.[Na+].[Na+].S([O-])([O-])(=O)=S.[Na+].[Na+], predict the reaction product. The product is: [NH2:14][C:11]1[C:12]([Br:22])=[C:13]2[C:8](=[CH:9][CH:10]=1)[NH:7][N:6]=[C:5]2[C:3]([O:2][CH3:1])=[O:4].